From a dataset of KCNQ2 potassium channel screen with 302,405 compounds. Binary Classification. Given a drug SMILES string, predict its activity (active/inactive) in a high-throughput screening assay against a specified biological target. The compound is ClCC(=O)N(NC(=O)C(O)(CCCC)CCCC)c1ccccc1. The result is 0 (inactive).